Dataset: NCI-60 drug combinations with 297,098 pairs across 59 cell lines. Task: Regression. Given two drug SMILES strings and cell line genomic features, predict the synergy score measuring deviation from expected non-interaction effect. (1) Drug 1: CC1C(C(CC(O1)OC2CC(CC3=C2C(=C4C(=C3O)C(=O)C5=C(C4=O)C(=CC=C5)OC)O)(C(=O)C)O)N)O.Cl. Drug 2: CC1C(C(CC(O1)OC2CC(CC3=C2C(=C4C(=C3O)C(=O)C5=CC=CC=C5C4=O)O)(C(=O)C)O)N)O. Cell line: SNB-19. Synergy scores: CSS=48.3, Synergy_ZIP=5.42, Synergy_Bliss=4.61, Synergy_Loewe=-2.23, Synergy_HSA=7.29. (2) Drug 1: CC12CCC3C(C1CCC2O)C(CC4=C3C=CC(=C4)O)CCCCCCCCCS(=O)CCCC(C(F)(F)F)(F)F. Drug 2: N.N.Cl[Pt+2]Cl. Cell line: TK-10. Synergy scores: CSS=-0.347, Synergy_ZIP=-2.88, Synergy_Bliss=0.0285, Synergy_Loewe=-9.07, Synergy_HSA=-3.22. (3) Drug 1: C1=CN(C(=O)N=C1N)C2C(C(C(O2)CO)O)O.Cl. Drug 2: CC1C(C(CC(O1)OC2CC(CC3=C2C(=C4C(=C3O)C(=O)C5=CC=CC=C5C4=O)O)(C(=O)C)O)N)O. Cell line: MCF7. Synergy scores: CSS=51.8, Synergy_ZIP=4.79, Synergy_Bliss=4.94, Synergy_Loewe=9.54, Synergy_HSA=10.5. (4) Drug 1: CCC1(CC2CC(C3=C(CCN(C2)C1)C4=CC=CC=C4N3)(C5=C(C=C6C(=C5)C78CCN9C7C(C=CC9)(C(C(C8N6C=O)(C(=O)OC)O)OC(=O)C)CC)OC)C(=O)OC)O.OS(=O)(=O)O. Drug 2: CC1=C(N=C(N=C1N)C(CC(=O)N)NCC(C(=O)N)N)C(=O)NC(C(C2=CN=CN2)OC3C(C(C(C(O3)CO)O)O)OC4C(C(C(C(O4)CO)O)OC(=O)N)O)C(=O)NC(C)C(C(C)C(=O)NC(C(C)O)C(=O)NCCC5=NC(=CS5)C6=NC(=CS6)C(=O)NCCC[S+](C)C)O. Cell line: A498. Synergy scores: CSS=14.8, Synergy_ZIP=-5.02, Synergy_Bliss=-0.183, Synergy_Loewe=-1.65, Synergy_HSA=-0.702. (5) Drug 1: C1=C(C(=O)NC(=O)N1)F. Drug 2: CS(=O)(=O)CCNCC1=CC=C(O1)C2=CC3=C(C=C2)N=CN=C3NC4=CC(=C(C=C4)OCC5=CC(=CC=C5)F)Cl. Cell line: SNB-75. Synergy scores: CSS=24.5, Synergy_ZIP=-9.14, Synergy_Bliss=-0.317, Synergy_Loewe=1.15, Synergy_HSA=2.25. (6) Drug 1: C1=NC2=C(N1)C(=S)N=C(N2)N. Drug 2: CCC(=C(C1=CC=CC=C1)C2=CC=C(C=C2)OCCN(C)C)C3=CC=CC=C3.C(C(=O)O)C(CC(=O)O)(C(=O)O)O. Cell line: HOP-62. Synergy scores: CSS=31.9, Synergy_ZIP=3.20, Synergy_Bliss=1.18, Synergy_Loewe=-12.1, Synergy_HSA=-2.73. (7) Drug 1: CN1CCC(CC1)COC2=C(C=C3C(=C2)N=CN=C3NC4=C(C=C(C=C4)Br)F)OC. Drug 2: CCN(CC)CCNC(=O)C1=C(NC(=C1C)C=C2C3=C(C=CC(=C3)F)NC2=O)C. Cell line: SN12C. Synergy scores: CSS=14.5, Synergy_ZIP=-4.93, Synergy_Bliss=-3.10, Synergy_Loewe=-2.28, Synergy_HSA=-1.83. (8) Drug 1: CN(C)N=NC1=C(NC=N1)C(=O)N. Drug 2: C(CCl)NC(=O)N(CCCl)N=O. Cell line: A549. Synergy scores: CSS=0.552, Synergy_ZIP=0.926, Synergy_Bliss=3.44, Synergy_Loewe=-0.701, Synergy_HSA=-0.210. (9) Drug 1: CC1=C(C(CCC1)(C)C)C=CC(=CC=CC(=CC(=O)O)C)C. Drug 2: C1CN1C2=NC(=NC(=N2)N3CC3)N4CC4. Cell line: SK-MEL-5. Synergy scores: CSS=38.7, Synergy_ZIP=-1.84, Synergy_Bliss=-1.72, Synergy_Loewe=-17.2, Synergy_HSA=-3.15. (10) Cell line: HT29. Drug 1: CCCS(=O)(=O)NC1=C(C(=C(C=C1)F)C(=O)C2=CNC3=C2C=C(C=N3)C4=CC=C(C=C4)Cl)F. Drug 2: CC1OCC2C(O1)C(C(C(O2)OC3C4COC(=O)C4C(C5=CC6=C(C=C35)OCO6)C7=CC(=C(C(=C7)OC)O)OC)O)O. Synergy scores: CSS=34.6, Synergy_ZIP=0.0428, Synergy_Bliss=-0.597, Synergy_Loewe=-1.66, Synergy_HSA=3.39.